Dataset: NCI-60 drug combinations with 297,098 pairs across 59 cell lines. Task: Regression. Given two drug SMILES strings and cell line genomic features, predict the synergy score measuring deviation from expected non-interaction effect. (1) Drug 1: C1C(C(OC1N2C=NC3=C(N=C(N=C32)Cl)N)CO)O. Drug 2: CCC(=C(C1=CC=CC=C1)C2=CC=C(C=C2)OCCN(C)C)C3=CC=CC=C3.C(C(=O)O)C(CC(=O)O)(C(=O)O)O. Cell line: DU-145. Synergy scores: CSS=9.30, Synergy_ZIP=3.04, Synergy_Bliss=7.17, Synergy_Loewe=-11.6, Synergy_HSA=4.42. (2) Drug 1: C1CCN(CC1)CCOC2=CC=C(C=C2)C(=O)C3=C(SC4=C3C=CC(=C4)O)C5=CC=C(C=C5)O. Drug 2: CN1C2=C(C=C(C=C2)N(CCCl)CCCl)N=C1CCCC(=O)O.Cl. Cell line: MOLT-4. Synergy scores: CSS=54.3, Synergy_ZIP=18.0, Synergy_Bliss=19.3, Synergy_Loewe=14.4, Synergy_HSA=14.8. (3) Drug 1: CNC(=O)C1=CC=CC=C1SC2=CC3=C(C=C2)C(=NN3)C=CC4=CC=CC=N4. Drug 2: C1=CC=C(C(=C1)C(C2=CC=C(C=C2)Cl)C(Cl)Cl)Cl. Cell line: MDA-MB-435. Synergy scores: CSS=8.76, Synergy_ZIP=2.04, Synergy_Bliss=7.78, Synergy_Loewe=1.84, Synergy_HSA=5.65.